From a dataset of Forward reaction prediction with 1.9M reactions from USPTO patents (1976-2016). Predict the product of the given reaction. Given the reactants [CH3:1][O:2][C:3]1[CH:22]=[CH:21][C:6]([CH2:7][C@@H:8]2[C:12]3=[N:13][C:14]4[CH:19]=[CH:18][CH:17]=[CH:16][C:15]=4[N:11]3[C:10](=[O:20])[NH:9]2)=[CH:5][CH:4]=1.[CH3:23][O:24][C:25]1[CH:30]=[CH:29][CH:28]=[CH:27][C:26]=1[C@H:31]([NH2:33])[CH3:32].C(O)(C(F)(F)F)=O, predict the reaction product. The product is: [NH:11]1[C:15]2[CH:16]=[CH:17][CH:18]=[CH:19][C:14]=2[N:13]=[C:12]1[C@H:8]([NH:9][C:10]([NH:33][C@@H:31]([C:26]1[CH:27]=[CH:28][CH:29]=[CH:30][C:25]=1[O:24][CH3:23])[CH3:32])=[O:20])[CH2:7][C:6]1[CH:5]=[CH:4][C:3]([O:2][CH3:1])=[CH:22][CH:21]=1.